From a dataset of Forward reaction prediction with 1.9M reactions from USPTO patents (1976-2016). Predict the product of the given reaction. (1) The product is: [I:1][C:5]1[C:6]2[C:7](=[N:8][CH:9]=[CH:10][C:11]=2[N:12]2[CH2:17][CH2:16][N:15]([C:18]([O:20][C:21]([CH3:24])([CH3:23])[CH3:22])=[O:19])[CH2:14][CH2:13]2)[NH:3][N:4]=1. Given the reactants [I:1]I.[NH:3]1[C:7]2=[N:8][CH:9]=[CH:10][C:11]([N:12]3[CH2:17][CH2:16][N:15]([C:18]([O:20][C:21]([CH3:24])([CH3:23])[CH3:22])=[O:19])[CH2:14][CH2:13]3)=[C:6]2[CH:5]=[N:4]1.[OH-].[K+].[O-]S([O-])=O.[Na+].[Na+], predict the reaction product. (2) Given the reactants [CH2:1]([N:4]([CH3:26])[C:5](=[O:25])[C:6]1[C:18]([I:19])=[C:17]([N:20]=[C:21]=[O:22])[C:16]([I:23])=[C:8]([C:9]([N:11]([CH2:13][CH:14]=[CH2:15])[CH3:12])=[O:10])[C:7]=1[I:24])[CH:2]=[CH2:3].[CH2:27]([OH:31])[CH2:28][CH2:29][OH:30], predict the reaction product. The product is: [CH2:13]([N:11]([CH3:12])[C:9]([C:8]1[C:16]([I:23])=[C:17]([NH:20][C:21]([O:30][CH2:29][CH2:28][CH2:27][O:31][C:21](=[O:22])[NH:20][C:17]2[C:16]([I:23])=[C:8]([C:9](=[O:10])[N:11]([CH2:13][CH:14]=[CH2:15])[CH3:12])[C:7]([I:24])=[C:6]([C:5](=[O:25])[N:4]([CH2:1][CH:2]=[CH2:3])[CH3:26])[C:18]=2[I:19])=[O:22])[C:18]([I:19])=[C:6]([C:5](=[O:25])[N:4]([CH2:1][CH:2]=[CH2:3])[CH3:26])[C:7]=1[I:24])=[O:10])[CH:14]=[CH2:15]. (3) Given the reactants [C:1]1([SH:7])[CH:6]=[CH:5][CH:4]=[CH:3][CH:2]=1.C(=O)([O-])[O-].[K+].[K+].F[C:15]1[CH:20]=[CH:19][C:18]([F:21])=[CH:17][C:16]=1[N+:22]([O-:24])=[O:23].O, predict the reaction product. The product is: [F:21][C:18]1[CH:19]=[CH:20][C:15]([S:7][C:1]2[CH:6]=[CH:5][CH:4]=[CH:3][CH:2]=2)=[C:16]([N+:22]([O-:24])=[O:23])[CH:17]=1. (4) Given the reactants [CH3:1][O:2][C:3]([C:5]1[CH:10]=[C:9]([CH2:11][CH2:12][CH2:13][CH2:14][CH2:15][F:16])[CH:8]=[CH:7][N:6]=1)=[O:4].Cl, predict the reaction product. The product is: [CH3:1][O:2][C:3]([CH:5]1[CH2:10][CH:9]([CH2:11][CH2:12][CH2:13][CH2:14][CH2:15][F:16])[CH2:8][CH2:7][NH:6]1)=[O:4]. (5) Given the reactants [C:1]([O:5][C:6]([N:8]1[CH2:12][C@@H:11]([N:13]([CH2:21][C:22]2[CH:27]=[C:26]([C:28]([F:31])([F:30])[F:29])[CH:25]=[C:24]([C:32]([F:35])([F:34])[F:33])[CH:23]=2)[C:14]2[N:19]=[CH:18][C:17](Br)=[CH:16][N:15]=2)[CH2:10][C@H:9]1[CH2:36][O:37][CH3:38])=[O:7])([CH3:4])([CH3:3])[CH3:2].[CH3:39][N:40]1[CH:44]=[CH:43][C:42](B2OC(C)(C)C(C)(C)O2)=[N:41]1.C(=O)([O-])O.[Na+].O, predict the reaction product. The product is: [C:1]([O:5][C:6]([N:8]1[CH2:12][C@@H:11]([N:13]([CH2:21][C:22]2[CH:27]=[C:26]([C:28]([F:31])([F:30])[F:29])[CH:25]=[C:24]([C:32]([F:35])([F:34])[F:33])[CH:23]=2)[C:14]2[N:19]=[CH:18][C:17]([C:43]3[CH:42]=[N:41][N:40]([CH3:39])[CH:44]=3)=[CH:16][N:15]=2)[CH2:10][C@H:9]1[CH2:36][O:37][CH3:38])=[O:7])([CH3:4])([CH3:3])[CH3:2]. (6) Given the reactants [CH2:1]([O:3][C:4]([C:6]1[O:7][C:8]2[CH:15]=[CH:14][CH:13]=[C:12]([OH:16])[C:9]=2[C:10]=1[CH3:11])=[O:5])[CH3:2].[C:17](Cl)(=[O:19])[CH3:18], predict the reaction product. The product is: [CH2:1]([O:3][C:4]([C:6]1[O:7][C:8]2[CH:15]=[CH:14][C:13]([C:17](=[O:19])[CH3:18])=[C:12]([OH:16])[C:9]=2[C:10]=1[CH3:11])=[O:5])[CH3:2]. (7) Given the reactants [NH2:1][C@H:2]([C:6]([OH:8])=[O:7])[CH2:3][CH2:4][OH:5].N12CCCN=C1CCCCC2.[Si:20](Cl)([C:23]([CH3:26])([CH3:25])[CH3:24])([CH3:22])[CH3:21], predict the reaction product. The product is: [Si:20]([NH:1][C@H:2]([C:6]([OH:8])=[O:7])[CH2:3][CH2:4][OH:5])([C:23]([CH3:26])([CH3:25])[CH3:24])([CH3:22])[CH3:21]. (8) The product is: [O:46]=[S:43]1(=[O:47])[CH2:44][CH2:45][CH:40]([O:39][C:38]2[CH:37]=[C:36]([CH3:51])[C:35]([C:9]3[CH:32]=[CH:31][CH:30]=[C:11]([CH2:12][O:13][C:14]4[CH:15]=[CH:16][C:17]([C:20]5([CH2:24][C:25]([O:27][CH2:28][CH3:29])=[O:26])[CH2:23][O:22][CH2:21]5)=[CH:18][CH:19]=4)[CH:10]=3)=[C:49]([CH3:50])[CH:48]=2)[CH2:41][CH2:42]1. Given the reactants CC1(C)C(C)(C)OB([C:9]2[CH:10]=[C:11]([CH:30]=[CH:31][CH:32]=2)[CH2:12][O:13][C:14]2[CH:19]=[CH:18][C:17]([C:20]3([CH2:24][C:25]([O:27][CH2:28][CH3:29])=[O:26])[CH2:23][O:22][CH2:21]3)=[CH:16][CH:15]=2)O1.Br[C:35]1[C:49]([CH3:50])=[CH:48][C:38]([O:39][CH:40]2[CH2:45][CH2:44][S:43](=[O:47])(=[O:46])[CH2:42][CH2:41]2)=[CH:37][C:36]=1[CH3:51].C([O-])([O-])=O.[K+].[K+], predict the reaction product. (9) Given the reactants [F:1][C:2]1[CH:3]=[CH:4][C:5]([C:8]2[C:12]([CH2:13][CH2:14][C:15]3[S:16][C:17]([C:21]([OH:23])=O)=[C:18]([CH3:20])[N:19]=3)=[C:11]([CH3:24])[O:10][N:9]=2)=[N:6][CH:7]=1.[CH2:25]([CH2:27][NH2:28])[OH:26], predict the reaction product. The product is: [OH:26][CH2:25][CH2:27][NH:28][C:21]([C:17]1[S:16][C:15]([CH2:14][CH2:13][C:12]2[C:8]([C:5]3[CH:4]=[CH:3][C:2]([F:1])=[CH:7][N:6]=3)=[N:9][O:10][C:11]=2[CH3:24])=[N:19][C:18]=1[CH3:20])=[O:23].